This data is from Catalyst prediction with 721,799 reactions and 888 catalyst types from USPTO. The task is: Predict which catalyst facilitates the given reaction. (1) Reactant: [NH2:1][C:2]1[C:10]([OH:11])=[CH:9][CH:8]=[CH:7][C:3]=1[C:4]([OH:6])=O.CCN=C=NCCCN(C)C.OC1C2N=NNC=2C=CC=1.[F:33][C:34]([F:44])([F:43])[C:35]1[CH:42]=[CH:41][C:38]([CH2:39][NH2:40])=[CH:37][CH:36]=1. Product: [F:33][C:34]([F:43])([F:44])[C:35]1[CH:42]=[CH:41][C:38]([CH2:39][NH:40][C:4](=[O:6])[C:3]2[CH:7]=[CH:8][CH:9]=[C:10]([OH:11])[C:2]=2[NH2:1])=[CH:37][CH:36]=1. The catalyst class is: 3. (2) Reactant: O[CH2:2][C:3]1[CH:16]=[N:15][C:6]2[C:7]3[N:8]([CH:12]=[CH:13][CH:14]=3)[C:9](=[O:11])[NH:10][C:5]=2[CH:4]=1.Cl.Cl.[CH3:19][NH:20][C:21](=[O:35])[C:22]1[CH:27]=[CH:26][C:25]([N:28]2[CH2:33][CH2:32][NH:31][CH2:30][CH2:29]2)=[C:24]([CH3:34])[CH:23]=1.[I-].C(C[P+](C)(C)C)#N.C(N(C(C)C)C(C)C)C. Product: [CH3:19][NH:20][C:21](=[O:35])[C:22]1[CH:27]=[CH:26][C:25]([N:28]2[CH2:33][CH2:32][N:31]([CH2:2][C:3]3[CH:16]=[N:15][C:6]4[C:7]5[N:8]([CH:12]=[CH:13][CH:14]=5)[C:9](=[O:11])[NH:10][C:5]=4[CH:4]=3)[CH2:30][CH2:29]2)=[C:24]([CH3:34])[CH:23]=1. The catalyst class is: 397. (3) Reactant: N(C(OC(C)C)=O)=NC(OC(C)C)=O.[OH:15][C:16]1[CH:40]=[CH:39][C:19]2[CH2:20][C@@H:21]([CH2:34][C:35]([O:37][CH3:38])=[O:36])[C:22](=[O:33])[N:23]([CH2:25][CH2:26][C:27]3[CH:32]=[CH:31][CH:30]=[CH:29][CH:28]=3)[CH2:24][C:18]=2[CH:17]=1.[CH3:41][NH:42][C:43]1[N:48]=[C:47]([CH:49](O)[CH3:50])[CH:46]=[CH:45][CH:44]=1.C1(P(C2C=CC=CC=2)C2C=CC=CC=2)C=CC=CC=1. Product: [CH3:41][NH:42][C:43]1[N:48]=[C:47]([CH2:49][CH2:50][O:15][C:16]2[CH:40]=[CH:39][C:19]3[CH2:20][C@@H:21]([CH2:34][C:35]([O:37][CH3:38])=[O:36])[C:22](=[O:33])[N:23]([CH2:25][CH2:26][C:27]4[CH:32]=[CH:31][CH:30]=[CH:29][CH:28]=4)[CH2:24][C:18]=3[CH:17]=2)[CH:46]=[CH:45][CH:44]=1. The catalyst class is: 1. (4) Reactant: [Br:1][C:2]1[CH:3]=[CH:4][C:5]([F:29])=[C:6]([C@:8]([NH:19][CH2:20][C:21]2[CH:26]=[CH:25][C:24]([O:27][CH3:28])=[CH:23][CH:22]=2)([CH3:18])[CH2:9][O:10][Si:11]([C:14]([CH3:17])([CH3:16])[CH3:15])([CH3:13])[CH3:12])[CH:7]=1.C(N(CC)CC)C.[Cl:37][CH:38]([C:42]1[CH:47]=[CH:46][CH:45]=[CH:44][CH:43]=1)[C:39](Cl)=[O:40]. Product: [Br:1][C:2]1[CH:3]=[CH:4][C:5]([F:29])=[C:6]([C@:8]([N:19]([CH2:20][C:21]2[CH:22]=[CH:23][C:24]([O:27][CH3:28])=[CH:25][CH:26]=2)[C:39](=[O:40])[CH:38]([Cl:37])[C:42]2[CH:47]=[CH:46][CH:45]=[CH:44][CH:43]=2)([CH3:18])[CH2:9][O:10][Si:11]([C:14]([CH3:17])([CH3:16])[CH3:15])([CH3:12])[CH3:13])[CH:7]=1. The catalyst class is: 10.